This data is from Forward reaction prediction with 1.9M reactions from USPTO patents (1976-2016). The task is: Predict the product of the given reaction. (1) Given the reactants [N+:1]([C:4]1[CH:12]=[CH:11][C:7]2[N:8]=C[S:10][C:6]=2[CH:5]=1)([O-:3])=[O:2].O.NN, predict the reaction product. The product is: [NH2:8][C:7]1[CH:11]=[CH:12][C:4]([N+:1]([O-:3])=[O:2])=[CH:5][C:6]=1[SH:10]. (2) Given the reactants [F:1][C:2]([F:33])([F:32])[C:3]1[CH:31]=[CH:30][C:6]([CH2:7][N:8]2[C@@H:13]([C:14]([NH:16][C:17]3([C:20]4[CH:29]=[CH:28][C:23]([C:24]([O:26]C)=[O:25])=[CH:22][CH:21]=4)[CH2:19][CH2:18]3)=[O:15])[CH2:12][CH:11]3[CH:9]2[CH2:10]3)=[CH:5][CH:4]=1.O[Li].O, predict the reaction product. The product is: [F:33][C:2]([F:1])([F:32])[C:3]1[CH:31]=[CH:30][C:6]([CH2:7][N:8]2[C@@H:13]([C:14]([NH:16][C:17]3([C:20]4[CH:29]=[CH:28][C:23]([C:24]([OH:26])=[O:25])=[CH:22][CH:21]=4)[CH2:18][CH2:19]3)=[O:15])[CH2:12][CH:11]3[CH:9]2[CH2:10]3)=[CH:5][CH:4]=1. (3) Given the reactants [C:1]1([C:7]2[O:12][C:11](=[O:13])[C:10]3[CH:14]=[CH:15][CH:16]=[CH:17][C:9]=3[N:8]=2)[CH:6]=[CH:5][CH:4]=[CH:3][CH:2]=1.C(=O)([O-])[O-].[K+].[K+].[N+:24]([CH3:27])([O-:26])=[O:25].Cl, predict the reaction product. The product is: [C:7]([NH:8][C:9]1[CH:17]=[CH:16][CH:15]=[CH:14][C:10]=1[C:11](=[O:13])[CH2:27][N+:24]([O-:26])=[O:25])(=[O:12])[C:1]1[CH:6]=[CH:5][CH:4]=[CH:3][CH:2]=1. (4) Given the reactants [F:1][C:2]1([F:46])[CH2:7][CH2:6][CH:5]([C:8]2[C:17]3[C@@H:16]([OH:18])[CH2:15][C:14]([CH3:20])([CH3:19])[CH2:13][C:12]=3[N:11]=[C:10]([CH:21]3[CH2:26][CH2:25][N:24]([C:27]4[N:32]=[CH:31][C:30]([OH:33])=[CH:29][N:28]=4)[CH2:23][CH2:22]3)[C:9]=2[C@@H:34]([F:45])[C:35]2[CH:40]=[CH:39][C:38]([C:41]([F:44])([F:43])[F:42])=[CH:37][CH:36]=2)[CH2:4][CH2:3]1.C1(C)C=CC(S(O[CH2:57][C@@H:58]2[CH2:62][O:61][C:60]([CH3:64])([CH3:63])[O:59]2)(=O)=O)=CC=1.C(=O)([O-])[O-].[K+].[K+].O, predict the reaction product. The product is: [F:46][C:2]1([F:1])[CH2:3][CH2:4][CH:5]([C:8]2[C:17]3[C@@H:16]([OH:18])[CH2:15][C:14]([CH3:19])([CH3:20])[CH2:13][C:12]=3[N:11]=[C:10]([CH:21]3[CH2:22][CH2:23][N:24]([C:27]4[N:32]=[CH:31][C:30]([O:33][CH2:57][C@@H:58]5[CH2:62][O:61][C:60]([CH3:64])([CH3:63])[O:59]5)=[CH:29][N:28]=4)[CH2:25][CH2:26]3)[C:9]=2[C@@H:34]([F:45])[C:35]2[CH:36]=[CH:37][C:38]([C:41]([F:43])([F:42])[F:44])=[CH:39][CH:40]=2)[CH2:6][CH2:7]1.